Dataset: NCI-60 drug combinations with 297,098 pairs across 59 cell lines. Task: Regression. Given two drug SMILES strings and cell line genomic features, predict the synergy score measuring deviation from expected non-interaction effect. (1) Drug 1: CC12CCC(CC1=CCC3C2CCC4(C3CC=C4C5=CN=CC=C5)C)O. Drug 2: C1=C(C(=O)NC(=O)N1)N(CCCl)CCCl. Cell line: HS 578T. Synergy scores: CSS=9.36, Synergy_ZIP=-2.78, Synergy_Bliss=4.62, Synergy_Loewe=-0.196, Synergy_HSA=2.50. (2) Drug 1: CN1CCC(CC1)COC2=C(C=C3C(=C2)N=CN=C3NC4=C(C=C(C=C4)Br)F)OC. Drug 2: CN1C(=O)N2C=NC(=C2N=N1)C(=O)N. Cell line: NCI-H226. Synergy scores: CSS=-3.61, Synergy_ZIP=-2.22, Synergy_Bliss=-7.42, Synergy_Loewe=-16.0, Synergy_HSA=-8.97. (3) Drug 1: CCC1(CC2CC(C3=C(CCN(C2)C1)C4=CC=CC=C4N3)(C5=C(C=C6C(=C5)C78CCN9C7C(C=CC9)(C(C(C8N6C)(C(=O)OC)O)OC(=O)C)CC)OC)C(=O)OC)O.OS(=O)(=O)O. Drug 2: CC(C)CN1C=NC2=C1C3=CC=CC=C3N=C2N. Cell line: NCI-H522. Synergy scores: CSS=3.48, Synergy_ZIP=-1.78, Synergy_Bliss=0.217, Synergy_Loewe=1.32, Synergy_HSA=1.19. (4) Drug 1: CS(=O)(=O)C1=CC(=C(C=C1)C(=O)NC2=CC(=C(C=C2)Cl)C3=CC=CC=N3)Cl. Drug 2: CC(C)NC(=O)C1=CC=C(C=C1)CNNC.Cl. Cell line: PC-3. Synergy scores: CSS=-3.04, Synergy_ZIP=1.24, Synergy_Bliss=0.0169, Synergy_Loewe=-4.44, Synergy_HSA=-3.26. (5) Drug 1: C1CCN(CC1)CCOC2=CC=C(C=C2)C(=O)C3=C(SC4=C3C=CC(=C4)O)C5=CC=C(C=C5)O. Drug 2: CCC1(C2=C(COC1=O)C(=O)N3CC4=CC5=C(C=CC(=C5CN(C)C)O)N=C4C3=C2)O.Cl. Cell line: LOX IMVI. Synergy scores: CSS=4.96, Synergy_ZIP=-10.3, Synergy_Bliss=-5.08, Synergy_Loewe=-32.4, Synergy_HSA=-3.11. (6) Drug 1: C1CC2CC3=C(CC1C24CN(S(=O)(=O)N4)CC(F)(F)F)C=CC(=C3)C=CCN5CCC(CC5)C(F)(F)F. Drug 2: C1=CC=C(C=C1)NC(=O)CCCCCCC(=O)NO. Cell line: HT29. Synergy scores: CSS=87.5, Synergy_ZIP=5.08, Synergy_Bliss=6.45, Synergy_Loewe=4.82, Synergy_HSA=11.4. (7) Drug 1: C1CCC(C1)C(CC#N)N2C=C(C=N2)C3=C4C=CNC4=NC=N3. Drug 2: C1=CC(=CC=C1C#N)C(C2=CC=C(C=C2)C#N)N3C=NC=N3. Cell line: HCT-15. Synergy scores: CSS=-1.80, Synergy_ZIP=0.835, Synergy_Bliss=-1.21, Synergy_Loewe=-3.01, Synergy_HSA=-3.40. (8) Drug 1: C1=NC2=C(N1)C(=S)N=CN2. Drug 2: CN(CCCl)CCCl.Cl. Cell line: HT29. Synergy scores: CSS=33.9, Synergy_ZIP=-9.80, Synergy_Bliss=0.326, Synergy_Loewe=-6.97, Synergy_HSA=0.747. (9) Drug 1: CN(C)C1=NC(=NC(=N1)N(C)C)N(C)C. Drug 2: CC1=C(C(CCC1)(C)C)C=CC(=CC=CC(=CC(=O)O)C)C. Cell line: 786-0. Synergy scores: CSS=-3.17, Synergy_ZIP=2.93, Synergy_Bliss=2.23, Synergy_Loewe=0.748, Synergy_HSA=-1.01. (10) Drug 1: C1C(C(OC1N2C=NC3=C(N=C(N=C32)Cl)N)CO)O. Drug 2: CC1=C(N=C(N=C1N)C(CC(=O)N)NCC(C(=O)N)N)C(=O)NC(C(C2=CN=CN2)OC3C(C(C(C(O3)CO)O)O)OC4C(C(C(C(O4)CO)O)OC(=O)N)O)C(=O)NC(C)C(C(C)C(=O)NC(C(C)O)C(=O)NCCC5=NC(=CS5)C6=NC(=CS6)C(=O)NCCC[S+](C)C)O. Cell line: K-562. Synergy scores: CSS=47.2, Synergy_ZIP=2.29, Synergy_Bliss=2.39, Synergy_Loewe=-8.66, Synergy_HSA=2.41.